Dataset: Peptide-MHC class II binding affinity with 134,281 pairs from IEDB. Task: Regression. Given a peptide amino acid sequence and an MHC pseudo amino acid sequence, predict their binding affinity value. This is MHC class II binding data. (1) The peptide sequence is FDPYGATISATKESA. The MHC is HLA-DPA10301-DPB10402 with pseudo-sequence HLA-DPA10301-DPB10402. The binding affinity (normalized) is 0.257. (2) The peptide sequence is PKGGAESSSKAALTS. The MHC is HLA-DQA10301-DQB10302 with pseudo-sequence HLA-DQA10301-DQB10302. The binding affinity (normalized) is 0.267. (3) The peptide sequence is DKFTVFEAAFNDAIK. The MHC is HLA-DQA10501-DQB10201 with pseudo-sequence HLA-DQA10501-DQB10201. The binding affinity (normalized) is 0.511. (4) The peptide sequence is GFLNEDHWASRENSG. The MHC is HLA-DQA10102-DQB10501 with pseudo-sequence HLA-DQA10102-DQB10501. The binding affinity (normalized) is 0.368. (5) The peptide sequence is CCRCGARGPESRLL. The MHC is DRB1_0101 with pseudo-sequence DRB1_0101. The binding affinity (normalized) is 0. (6) The peptide sequence is GLLYTVKYPNLNDLD. The MHC is DRB1_0101 with pseudo-sequence DRB1_0101. The binding affinity (normalized) is 0.321. (7) The peptide sequence is SQDLELSWNKNGLQAY. The MHC is HLA-DQA10101-DQB10501 with pseudo-sequence HLA-DQA10101-DQB10501. The binding affinity (normalized) is 0.449.